From a dataset of Acute oral toxicity (LD50) regression data from Zhu et al.. Regression/Classification. Given a drug SMILES string, predict its toxicity properties. Task type varies by dataset: regression for continuous values (e.g., LD50, hERG inhibition percentage) or binary classification for toxic/non-toxic outcomes (e.g., AMES mutagenicity, cardiotoxicity, hepatotoxicity). Dataset: ld50_zhu. (1) The molecule is C=CC(=O)OCCSC. The rat oral LD50 is 2.06, given as -log10 of the dose in mol/kg body weight (higher means more acutely toxic). (2) The drug is C=C(C)OC(C)=O. The rat oral LD50 is 1.52, given as -log10 of the dose in mol/kg body weight (higher means more acutely toxic). (3) The rat oral LD50 is 1.36, given as -log10 of the dose in mol/kg body weight (higher means more acutely toxic). The compound is O=CC1CCC=CO1. (4) The compound is COP(=O)(OC)C(OC(C)=O)=C(Cl)Cl. The rat oral LD50 is 2.94, given as -log10 of the dose in mol/kg body weight (higher means more acutely toxic).